This data is from Forward reaction prediction with 1.9M reactions from USPTO patents (1976-2016). The task is: Predict the product of the given reaction. (1) Given the reactants [NH2:1][C:2]1[CH:10]=[CH:9][C:5]2[N:6]=[CH:7][NH:8][C:4]=2[CH:3]=1.N1([C:16]([N:18]2[CH:22]=[CH:21]N=C2)=[O:17])C=CN=C1.Cl.NCC([C:28]1[CH:33]=[CH:32][CH:31]=[C:30]([O:34][CH3:35])[CH:29]=1)=O, predict the reaction product. The product is: [NH:6]1[C:5]2[CH:9]=[CH:10][C:2]([N:1]3[CH:21]([C:28]4[CH:33]=[CH:32][CH:31]=[C:30]([O:34][CH3:35])[CH:29]=4)[CH2:22][NH:18][C:16]3=[O:17])=[CH:3][C:4]=2[N:8]=[CH:7]1. (2) Given the reactants [F:1][C:2]([F:14])([F:13])[C:3]([C:5]1[S:9][C:8]([C:10]([OH:12])=O)=[CH:7][CH:6]=1)=[O:4].C1C=CC2N(O)N=NC=2C=1.CCN=C=NCCCN(C)C.[CH3:36][O:37][C:38]1[CH:45]=[CH:44][C:41]([CH2:42][NH2:43])=[CH:40][CH:39]=1, predict the reaction product. The product is: [CH3:36][O:37][C:38]1[CH:45]=[CH:44][C:41]([CH2:42][NH:43][C:10]([C:8]2[S:9][C:5]([C:3](=[O:4])[C:2]([F:1])([F:14])[F:13])=[CH:6][CH:7]=2)=[O:12])=[CH:40][CH:39]=1.